Dataset: Reaction yield outcomes from USPTO patents with 853,638 reactions. Task: Predict the reaction yield, written as a fraction of the theoretical maximum amount of product (1.0 means a 100% yield; for example, 0.34 means a 34% yield). (1) The reactants are [CH2:1]([O:4][C:5]1[CH:6]=[C:7]([CH:31]=[CH:32][CH:33]=1)[O:8][C:9]1[C:10]([NH:21][S:22]([C:25]2[N:26]=[CH:27][N:28]([CH3:30])[CH:29]=2)(=[O:24])=[O:23])=[CH:11][C:12]2[N:16]([CH3:17])[C:15](=[O:18])[N:14]([CH3:19])[C:13]=2[CH:20]=1)[CH:2]=[CH2:3].B.[OH-:35].[Na+].OO. The catalyst is C1COCC1. The product is [OH:35][CH2:3][CH2:2][CH2:1][O:4][C:5]1[CH:6]=[C:7]([CH:31]=[CH:32][CH:33]=1)[O:8][C:9]1[C:10]([NH:21][S:22]([C:25]2[N:26]=[CH:27][N:28]([CH3:30])[CH:29]=2)(=[O:24])=[O:23])=[CH:11][C:12]2[N:16]([CH3:17])[C:15](=[O:18])[N:14]([CH3:19])[C:13]=2[CH:20]=1. The yield is 0.690. (2) The reactants are [N:1]1(C(OC([N:1]2[C:11]3[C:6](=[CH:7][CH:8]=[CH:9][CH:10]=3)[C:4](=[O:5])C2=O)=O)=O)[C:11]2[C:6](=[CH:7][CH:8]=[CH:9][CH:10]=2)[C:4](=[O:5])C1=O.[NH2:28][C:29]1[CH:30]=[CH:31][C:32]2[C:36]([CH:37]=1)=[N:35][N:34]([CH3:38])[CH:33]=2.C(O)(=O)C. The catalyst is CC(O)CC. The product is [NH2:1][C:11]1[CH:10]=[CH:9][CH:8]=[CH:7][C:6]=1[C:4]([NH:28][C:29]1[CH:30]=[CH:31][C:32]2[C:36]([CH:37]=1)=[N:35][N:34]([CH3:38])[CH:33]=2)=[O:5]. The yield is 0.860. (3) The reactants are [CH3:1][O:2][C:3]1[CH:4]=[C:5]2[C:9](=[CH:10][CH:11]=1)[NH:8][C:7](=[O:12])[C:6]2=[CH:13][C:14]1[CH:22]=[C:21]2[C:17]([C:18](/[CH:23]=[CH:24]/[C:25]3[CH:26]=[N:27][C:28]([N:31]4[CH2:36][CH2:35][N:34]([CH3:37])[CH2:33][CH2:32]4)=[CH:29][CH:30]=3)=[N:19][NH:20]2)=[CH:16][CH:15]=1.[CH3:38]CN(CC)CC.CCOCC.C(Cl)Cl. The catalyst is C(Cl)(Cl)Cl.CO. The product is [CH3:1][O:2][C:3]1[CH:4]=[C:5]2[C:9](=[CH:10][CH:11]=1)[NH:8][C:7](=[O:12])[C@:6]12[CH2:38][C@@H:13]1[C:14]1[CH:22]=[C:21]2[C:17]([C:18](/[CH:23]=[CH:24]/[C:25]3[CH:26]=[N:27][C:28]([N:31]4[CH2:36][CH2:35][N:34]([CH3:37])[CH2:33][CH2:32]4)=[CH:29][CH:30]=3)=[N:19][NH:20]2)=[CH:16][CH:15]=1. The yield is 0.0400. (4) The reactants are [Cl:1][C:2]1[N:7]=[C:6](Cl)[C:5]([O:9][CH3:10])=[CH:4][N:3]=1.[C:11]([O-])([O-])=[O:12].[K+].[K+]. The catalyst is CO. The product is [Cl:1][C:2]1[N:7]=[C:6]([O:12][CH3:11])[C:5]([O:9][CH3:10])=[CH:4][N:3]=1. The yield is 0.920. (5) The reactants are [Br:1][C:2]1[C:7]2[N:8]([CH2:12][CH2:13][CH2:14][C:15]([O:17][CH2:18][CH3:19])=[O:16])[C:9](Cl)=[N:10][C:6]=2[CH:5]=[CH:4][CH:3]=1.[Cl:20][C:21]1[CH:27]=[C:26]([Cl:28])[CH:25]=[CH:24][C:22]=1[NH2:23].O.C1(C)C=CC(S(O)(=O)=O)=CC=1.C(=O)([O-])O.[Na+]. The catalyst is C1(C)C(C)=CC=CC=1. The product is [Br:1][C:2]1[C:7]2[N:8]([CH2:12][CH2:13][CH2:14][C:15]([O:17][CH2:18][CH3:19])=[O:16])[C:9]([NH:23][C:22]3[CH:24]=[CH:25][C:26]([Cl:28])=[CH:27][C:21]=3[Cl:20])=[N:10][C:6]=2[CH:5]=[CH:4][CH:3]=1. The yield is 0.750.